From a dataset of NCI-60 drug combinations with 297,098 pairs across 59 cell lines. Regression. Given two drug SMILES strings and cell line genomic features, predict the synergy score measuring deviation from expected non-interaction effect. (1) Drug 1: C1=NC(=NC(=O)N1C2C(C(C(O2)CO)O)O)N. Drug 2: CN(C(=O)NC(C=O)C(C(C(CO)O)O)O)N=O. Cell line: HCT116. Synergy scores: CSS=58.3, Synergy_ZIP=-2.85, Synergy_Bliss=-4.19, Synergy_Loewe=-51.6, Synergy_HSA=-3.55. (2) Drug 1: CC1C(C(=O)NC(C(=O)N2CCCC2C(=O)N(CC(=O)N(C(C(=O)O1)C(C)C)C)C)C(C)C)NC(=O)C3=C4C(=C(C=C3)C)OC5=C(C(=O)C(=C(C5=N4)C(=O)NC6C(OC(=O)C(N(C(=O)CN(C(=O)C7CCCN7C(=O)C(NC6=O)C(C)C)C)C)C(C)C)C)N)C. Drug 2: CC1CCCC2(C(O2)CC(NC(=O)CC(C(C(=O)C(C1O)C)(C)C)O)C(=CC3=CSC(=N3)C)C)C. Cell line: SK-OV-3. Synergy scores: CSS=46.1, Synergy_ZIP=-1.20, Synergy_Bliss=-1.57, Synergy_Loewe=-5.59, Synergy_HSA=-1.44. (3) Synergy scores: CSS=28.2, Synergy_ZIP=0.858, Synergy_Bliss=4.13, Synergy_Loewe=-25.9, Synergy_HSA=1.53. Drug 2: CCC1=C2CN3C(=CC4=C(C3=O)COC(=O)C4(CC)O)C2=NC5=C1C=C(C=C5)O. Cell line: HCC-2998. Drug 1: C1=CC(=CC=C1C#N)C(C2=CC=C(C=C2)C#N)N3C=NC=N3.